The task is: Predict the reactants needed to synthesize the given product.. This data is from Full USPTO retrosynthesis dataset with 1.9M reactions from patents (1976-2016). (1) Given the product [NH2:22][C:6]1[C:7]([C:8]([NH:10][C:11]2[CH:16]=[C:15]([O:17][CH3:18])[CH:14]=[C:13]([O:19][CH3:20])[CH:12]=2)=[O:9])=[C:2]([Cl:1])[N:3]=[CH:4][N:5]=1, predict the reactants needed to synthesize it. The reactants are: [Cl:1][C:2]1[C:7]([C:8]([NH:10][C:11]2[CH:16]=[C:15]([O:17][CH3:18])[CH:14]=[C:13]([O:19][CH3:20])[CH:12]=2)=[O:9])=[C:6](Cl)[N:5]=[CH:4][N:3]=1.[NH3:22]. (2) Given the product [N+:25]([C:23]1[N:22]=[C:19]2[N:18]([CH:24]=1)[CH2:17][C@H:16]([O:15][CH2:14][C:13]([OH:28])=[O:12])[CH2:21][O:20]2)([O-:27])=[O:26], predict the reactants needed to synthesize it. The reactants are: FC(F)(F)C(O)=O.C([O:12][C:13](=[O:28])[CH2:14][O:15][C@@H:16]1[CH2:21][O:20][C:19]2=[N:22][C:23]([N+:25]([O-:27])=[O:26])=[CH:24][N:18]2[CH2:17]1)(C)(C)C.